From a dataset of Forward reaction prediction with 1.9M reactions from USPTO patents (1976-2016). Predict the product of the given reaction. (1) Given the reactants Br.Br.[CH3:3][C@H:4]1[CH2:9][NH:8][C@@H:7]([CH3:10])[CH2:6][NH:5]1.C(N(CC)CC)C.[F:18][C:19]1[CH:26]=[CH:25][C:22]([CH2:23]Br)=[CH:21][CH:20]=1, predict the reaction product. The product is: [F:18][C:19]1[CH:26]=[CH:25][C:22]([CH2:23][N:5]2[CH2:6][C@H:7]([CH3:10])[NH:8][CH2:9][C@@H:4]2[CH3:3])=[CH:21][CH:20]=1. (2) Given the reactants C(OC([NH:8][CH:9]1[CH2:12][N:11]([C:13]2[N:22]=[C:21]3[C:16]([C:17](=[O:30])[C:18]([C:27]([OH:29])=[O:28])=[CH:19][N:20]3CCC#N)=[CH:15][C:14]=2[F:31])[CH2:10]1)=O)(C)(C)C, predict the reaction product. The product is: [NH2:8][CH:9]1[CH2:12][N:11]([C:13]2[N:22]=[C:21]3[C:16]([C:17](=[O:30])[C:18]([C:27]([OH:29])=[O:28])=[CH:19][NH:20]3)=[CH:15][C:14]=2[F:31])[CH2:10]1. (3) Given the reactants Cl.[Cl:2][C:3]1[C:4]([NH:13][C@H:14]2[CH2:18][CH2:17][CH2:16][C@@H:15]2[NH2:19])=[N:5][CH:6]=[C:7]([C:9]([F:12])([F:11])[F:10])[N:8]=1.[N:20]1[N:21]([C:25]2[CH:33]=[CH:32][CH:31]=[CH:30][C:26]=2[C:27](O)=[O:28])[N:22]=[CH:23][CH:24]=1.CN(C(ON1N=NC2C=CC=NC1=2)=[N+](C)C)C.F[P-](F)(F)(F)(F)F.C(N(CC)CC)C, predict the reaction product. The product is: [Cl:2][C:3]1[C:4]([NH:13][C@H:14]2[CH2:18][CH2:17][CH2:16][C@@H:15]2[NH:19][C:27](=[O:28])[C:26]2[CH:30]=[CH:31][CH:32]=[CH:33][C:25]=2[N:21]2[N:22]=[CH:23][CH:24]=[N:20]2)=[N:5][CH:6]=[C:7]([C:9]([F:11])([F:12])[F:10])[N:8]=1. (4) Given the reactants [C:1]([C:4]1[NH:14][C:7]2=[N:8][CH:9]=C(C#N)[CH:11]=[C:6]2[CH:5]=1)(=[O:3])[CH3:2].[OH-:15].[Na+].[O:17]1[CH2:22][CH2:21]OCC1, predict the reaction product. The product is: [C:1]([C:4]1[NH:14][C:7]2=[N:8][CH:9]=[C:21]([C:22]([OH:17])=[O:15])[CH:11]=[C:6]2[CH:5]=1)(=[O:3])[CH3:2]. (5) Given the reactants [CH3:1][S:2](Cl)(=[O:4])=[O:3].[F:6][C:7]1[CH:13]=[CH:12][C:10]([NH2:11])=[C:9]([I:14])[CH:8]=1, predict the reaction product. The product is: [F:6][C:7]1[CH:13]=[CH:12][C:10]([NH:11][S:2]([CH3:1])(=[O:4])=[O:3])=[C:9]([I:14])[CH:8]=1. (6) The product is: [CH2:9]([O:11][C:12]1[CH:18]=[CH:17][C:15]([NH:16][C:2]2[N:7]=[C:6]([NH:16][C:15]3[CH:17]=[CH:18][C:12]([O:11][CH2:9][CH3:10])=[CH:13][CH:14]=3)[CH:5]=[CH:4][N:3]=2)=[CH:14][CH:13]=1)[CH3:10]. Given the reactants Cl[C:2]1[N:7]=[C:6](Cl)[CH:5]=[CH:4][N:3]=1.[CH2:9]([O:11][C:12]1[CH:18]=[CH:17][C:15]([NH2:16])=[CH:14][CH:13]=1)[CH3:10].Cl, predict the reaction product. (7) Given the reactants Cl[C:2]1[CH:7]=[CH:6][C:5]([C:8]2[N:13]=[N:12][C:11]([N:14]3[CH2:18][C@@H:17]4[CH2:19][N:20](C(OC(C)(C)C)=O)[CH2:21][C@@H:16]4[CH2:15]3)=[CH:10][CH:9]=2)=[C:4]([OH:29])[CH:3]=1.CC1(C)C(C)(C)OB([C:38]2[CH:39]=[N:40][N:41](C(OC(C)(C)C)=O)[CH:42]=2)O1.C([O-])([O-])=O.[Cs+].[Cs+].O1CCOCC1, predict the reaction product. The product is: [CH2:15]1[C@@H:16]2[CH2:21][NH:20][CH2:19][C@@H:17]2[CH2:18][N:14]1[C:11]1[N:12]=[N:13][C:8]([C:5]2[CH:6]=[CH:7][C:2]([C:38]3[CH:39]=[N:40][NH:41][CH:42]=3)=[CH:3][C:4]=2[OH:29])=[CH:9][CH:10]=1. (8) Given the reactants C([O:3][C:4](=[O:20])[C@@H:5]([O:18][CH3:19])[CH2:6][C:7]1[CH:12]=[CH:11][C:10]([O:13][CH2:14][CH2:15][CH2:16]Br)=[CH:9][CH:8]=1)C.[NH:21]1[C:29]2[C:24](=[CH:25][C:26]([OH:30])=[CH:27][CH:28]=2)[CH:23]=[CH:22]1.CO[C@@H](CC1C=CC(OCCCOC2C=CC=CC=2)=CC=1)C(O)=O, predict the reaction product. The product is: [NH:21]1[C:29]2[C:24](=[CH:25][C:26]([O:30][CH2:16][CH2:15][CH2:14][O:13][C:10]3[CH:9]=[CH:8][C:7]([CH2:6][C@H:5]([O:18][CH3:19])[C:4]([OH:3])=[O:20])=[CH:12][CH:11]=3)=[CH:27][CH:28]=2)[CH:23]=[CH:22]1.